Predict which catalyst facilitates the given reaction. From a dataset of Catalyst prediction with 721,799 reactions and 888 catalyst types from USPTO. (1) Reactant: [CH2:1]([NH:4][C:5]1[S:6][C:7]2[CH:13]=[C:12]([O:14][C:15]([F:18])([F:17])[F:16])[CH:11]=[CH:10][C:8]=2[N:9]=1)[C:2]#[CH:3].C([O-])([O-])=O.[K+].[K+].[CH2:25](Br)[C:26]#[CH:27]. Product: [CH2:1]([N:4]([CH2:27][C:26]#[CH:25])[C:5]1[S:6][C:7]2[CH:13]=[C:12]([O:14][C:15]([F:18])([F:17])[F:16])[CH:11]=[CH:10][C:8]=2[N:9]=1)[C:2]#[CH:3]. The catalyst class is: 10. (2) Reactant: [CH:1]1([CH2:7][NH:8][C:9]2[CH:14]=[CH:13][CH:12]=[CH:11][C:10]=2/[CH:15]=[CH:16]/[C:17]([O:19]C)=O)[CH2:6][CH2:5][CH2:4][CH2:3][CH2:2]1.[NH2:21][OH:22].[OH-].[Na+]. Product: [CH:1]1([CH2:7][NH:8][C:9]2[CH:14]=[CH:13][CH:12]=[CH:11][C:10]=2/[CH:15]=[CH:16]/[C:17]([NH:21][OH:22])=[O:19])[CH2:6][CH2:5][CH2:4][CH2:3][CH2:2]1. The catalyst class is: 1. (3) Reactant: [Br:1][C:2]1[CH:3]=[CH:4][C:5]2[CH2:12][NH:11][CH2:10][CH2:9][CH2:8][O:7][C:6]=2[CH:13]=1.C(N(CC)CC)C.[C:22]([O:24][C:25]([CH3:28])([CH3:27])[CH3:26])(=[O:23])[C:22]([O:24][C:25]([CH3:28])([CH3:27])[CH3:26])=[O:23]. Product: [Br:1][C:2]1[CH:3]=[CH:4][C:5]2[CH2:12][N:11]([C:22]([O:24][C:25]([CH3:28])([CH3:27])[CH3:26])=[O:23])[CH2:10][CH2:9][CH2:8][O:7][C:6]=2[CH:13]=1. The catalyst class is: 4. (4) Reactant: [NH2:1][C:2]1[C:3]2[C:10]([C:11]3[CH:16]=[CH:15][CH:14]=[C:13]([O:17][CH2:18][C:19]4[CH:24]=[CH:23][CH:22]=[CH:21][CH:20]=4)[CH:12]=3)=[CH:9][N:8]([C@H:25]3[CH2:30][CH2:29][C@H:28](OS(C4C=CC(C)=CC=4)(=O)=O)[CH2:27][CH2:26]3)[C:4]=2[N:5]=[CH:6][N:7]=1.[NH:42]1[CH2:47][CH2:46][CH2:45][CH2:44][CH2:43]1. Product: [CH2:18]([O:17][C:13]1[CH:12]=[C:11]([C:10]2[C:3]3[C:2]([NH2:1])=[N:7][CH:6]=[N:5][C:4]=3[N:8]([C@H:25]3[CH2:26][CH2:27][C@@H:28]([N:42]4[CH2:47][CH2:46][CH2:45][CH2:44][CH2:43]4)[CH2:29][CH2:30]3)[CH:9]=2)[CH:16]=[CH:15][CH:14]=1)[C:19]1[CH:24]=[CH:23][CH:22]=[CH:21][CH:20]=1. The catalyst class is: 115. (5) Reactant: C1(S(O[CH2:11][CH:12]2[N:24]3[C:15](=[N:16][C:17]4[CH:18]=[C:19]([Br:26])[CH:20]=[CH:21][C:22]=4[C:23]3=[O:25])[CH2:14][CH2:13]2)(=O)=O)C=CC=CC=1.[CH3:27][NH2:28]. Product: [Br:26][C:19]1[CH:20]=[CH:21][C:22]2[C:23](=[O:25])[N:24]3[CH:12]([CH2:11][NH:28][CH3:27])[CH2:13][CH2:14][C:15]3=[N:16][C:17]=2[CH:18]=1. The catalyst class is: 10. (6) Product: [Br:1][C:2]1[CH:3]=[CH:4][C:5]([CH2:6][O:7][CH2:8][C@H:9]([OH:10])[CH3:11])=[CH:12][CH:13]=1. Reactant: [Br:1][C:2]1[CH:13]=[CH:12][C:5]([CH2:6][O:7][CH2:8][C@H:9]2[CH2:11][O:10]2)=[CH:4][CH:3]=1.[BH4-].[Na+].[NH4+].[Cl-]. The catalyst class is: 353. (7) Reactant: [C:1](Cl)(=[O:8])[C:2]1[CH:7]=[CH:6][CH:5]=[CH:4][CH:3]=1.C(N(CC)CC)C.[CH2:17]([NH2:20])[CH2:18][CH3:19]. Product: [CH2:17]([NH:20][C:1](=[O:8])[C:2]1[CH:7]=[CH:6][CH:5]=[CH:4][CH:3]=1)[CH2:18][CH3:19]. The catalyst class is: 2.